This data is from Full USPTO retrosynthesis dataset with 1.9M reactions from patents (1976-2016). The task is: Predict the reactants needed to synthesize the given product. Given the product [OH:2][C:3]1[CH:4]=[C:5]([N:9]2[CH:13]=[CH:12][C:11]([C:14]3[C:22]4[C:21]([NH:23][C@H:24]([C:26]5[N:31]([C:32]6[CH:37]=[CH:36][CH:35]=[CH:34][CH:33]=6)[C:30](=[O:38])[C:29]6=[C:39]([CH3:42])[CH:40]=[CH:41][N:28]6[N:27]=5)[CH3:25])=[N:20][CH:19]=[N:18][C:17]=4[NH:16][CH:15]=3)=[N:10]2)[CH:6]=[CH:7][CH:8]=1, predict the reactants needed to synthesize it. The reactants are: C[O:2][C:3]1[CH:4]=[C:5]([N:9]2[CH:13]=[CH:12][C:11]([C:14]3[C:22]4[C:21]([NH:23][C@H:24]([C:26]5[N:31]([C:32]6[CH:37]=[CH:36][CH:35]=[CH:34][CH:33]=6)[C:30](=[O:38])[C:29]6=[C:39]([CH3:42])[CH:40]=[CH:41][N:28]6[N:27]=5)[CH3:25])=[N:20][CH:19]=[N:18][C:17]=4[N:16](COCC[Si](C)(C)C)[CH:15]=3)=[N:10]2)[CH:6]=[CH:7][CH:8]=1.B(Br)(Br)Br.N.